From a dataset of Catalyst prediction with 721,799 reactions and 888 catalyst types from USPTO. Predict which catalyst facilitates the given reaction. (1) Reactant: [F:1][C:2]1[CH:7]=[CH:6][C:5]([C:8]2[CH:12]=[C:11]([CH2:13][CH2:14][C:15]3[CH:20]=[CH:19][CH:18]=[CH:17][CH:16]=3)[NH:10][N:9]=2)=[CH:4][CH:3]=1.[H-].[Na+].Cl[CH2:24][C:25]1[CH:46]=[CH:45][C:28]([CH2:29][O:30][C:31]2[CH:36]=[CH:35][C:34]([CH2:37][CH2:38][C:39]([O:41][CH2:42][CH3:43])=[O:40])=[C:33]([F:44])[CH:32]=2)=[CH:27][CH:26]=1.Cl. Product: [F:44][C:33]1[CH:32]=[C:31]([O:30][CH2:29][C:28]2[CH:45]=[CH:46][C:25]([CH2:24][N:10]3[C:11]([CH2:13][CH2:14][C:15]4[CH:16]=[CH:17][CH:18]=[CH:19][CH:20]=4)=[CH:12][C:8]([C:5]4[CH:4]=[CH:3][C:2]([F:1])=[CH:7][CH:6]=4)=[N:9]3)=[CH:26][CH:27]=2)[CH:36]=[CH:35][C:34]=1[CH2:37][CH2:38][C:39]([O:41][CH2:42][CH3:43])=[O:40]. The catalyst class is: 9. (2) Reactant: [F:1][C:2]([F:13])([F:12])[CH2:3][CH2:4][C:5]1[CH:11]=[CH:10][C:8]([NH2:9])=[CH:7][CH:6]=1.[ClH:14].O1CCOCC1. Product: [ClH:14].[F:1][C:2]([F:12])([F:13])[CH2:3][CH2:4][C:5]1[CH:11]=[CH:10][C:8]([NH2:9])=[CH:7][CH:6]=1. The catalyst class is: 27. (3) Reactant: Br[CH2:2][C:3]1[CH:8]=[CH:7][C:6]([B:9]2[O:13][C:12]([CH3:15])([CH3:14])[C:11]([CH3:17])([CH3:16])[O:10]2)=[CH:5][CH:4]=1.[CH3:18][N:19]1[CH2:24][CH2:23][NH:22][CH2:21][CH2:20]1. Product: [CH3:16][C:11]1([CH3:17])[C:12]([CH3:15])([CH3:14])[O:13][B:9]([C:6]2[CH:7]=[CH:8][C:3]([CH2:2][N:22]3[CH2:23][CH2:24][N:19]([CH3:18])[CH2:20][CH2:21]3)=[CH:4][CH:5]=2)[O:10]1. The catalyst class is: 28. (4) Reactant: [C:1]([NH:11][C@H:12]([C:16]([O:18][C:19]1[CH:24]=[CH:23][C:22]([CH2:25][C:26]([O:28][CH2:29]Cl)=[O:27])=[CH:21][CH:20]=1)=[O:17])[CH:13]([CH3:15])[CH3:14])([O:3][CH2:4][C:5]1[CH:10]=[CH:9][CH:8]=[CH:7][CH:6]=1)=[O:2].[I-:31].[Na+]. Product: [C:1]([NH:11][C@H:12]([C:16]([O:18][C:19]1[CH:24]=[CH:23][C:22]([CH2:25][C:26]([O:28][CH2:29][I:31])=[O:27])=[CH:21][CH:20]=1)=[O:17])[CH:13]([CH3:15])[CH3:14])([O:3][CH2:4][C:5]1[CH:10]=[CH:9][CH:8]=[CH:7][CH:6]=1)=[O:2]. The catalyst class is: 10.